Predict which catalyst facilitates the given reaction. From a dataset of Catalyst prediction with 721,799 reactions and 888 catalyst types from USPTO. The catalyst class is: 15. Reactant: [Cl:1][C:2]1[CH:3]=[C:4]([S:9][C:10]2[N:14]([CH2:15][C:16]3[CH:21]=[CH:20][N:19]=[CH:18][CH:17]=3)[C:13]([CH3:22])=[CH:12][C:11]=2[CH:23]([CH3:25])[CH3:24])[CH:5]=[C:6]([Cl:8])[CH:7]=1.C([O-])(=[O:28])C.C([O-])(=O)C.C([O-])(=O)C.C([O-])(=O)C.[Pb+4]. Product: [Cl:1][C:2]1[CH:3]=[C:4]([S:9][C:10]2[N:14]([CH2:15][C:16]3[CH:21]=[CH:20][N:19]=[CH:18][CH:17]=3)[C:13]([CH:22]=[O:28])=[CH:12][C:11]=2[CH:23]([CH3:25])[CH3:24])[CH:5]=[C:6]([Cl:8])[CH:7]=1.